This data is from Forward reaction prediction with 1.9M reactions from USPTO patents (1976-2016). The task is: Predict the product of the given reaction. (1) Given the reactants [F:1][C:2]1[CH:33]=[CH:32][C:5]2[C:6]([CH3:31])=[C:7]([CH:9]([CH2:27][CH2:28][CH2:29][CH3:30])[CH2:10][CH2:11][O:12][C:13]3[CH:18]=[CH:17][C:16]([O:19][CH2:20][C:21]([O:23]CC)=[O:22])=[C:15]([CH3:26])[CH:14]=3)[S:8][C:4]=2[CH:3]=1.[OH-].[Na+], predict the reaction product. The product is: [F:1][C:2]1[CH:33]=[CH:32][C:5]2[C:6]([CH3:31])=[C:7]([CH:9]([CH2:27][CH2:28][CH2:29][CH3:30])[CH2:10][CH2:11][O:12][C:13]3[CH:18]=[CH:17][C:16]([O:19][CH2:20][C:21]([OH:23])=[O:22])=[C:15]([CH3:26])[CH:14]=3)[S:8][C:4]=2[CH:3]=1. (2) Given the reactants [C:1]1([NH:7]/[C:8](=[C:27]2\[C:28](=[O:39])[NH:29][C:30]3[C:35]\2=[CH:34][C:33]([N+:36]([O-:38])=[O:37])=[CH:32][CH:31]=3)/[C:9]2[CH:14]=[CH:13][C:12]([CH2:15][N:16]3C(=O)C4=CC=CC=C4C3=O)=[CH:11][CH:10]=2)[CH:6]=[CH:5][CH:4]=[CH:3][CH:2]=1.O.NN, predict the reaction product. The product is: [C:1]1([NH:7]/[C:8](=[C:27]2\[C:28](=[O:39])[NH:29][C:30]3[C:35]\2=[CH:34][C:33]([N+:36]([O-:38])=[O:37])=[CH:32][CH:31]=3)/[C:9]2[CH:14]=[CH:13][C:12]([CH2:15][NH2:16])=[CH:11][CH:10]=2)[CH:2]=[CH:3][CH:4]=[CH:5][CH:6]=1. (3) Given the reactants [CH:1]([C:3]1[CH:8]=[CH:7][C:6]([S:9][C:10]([CH3:19])([CH3:18])[C:11]([O:13][C:14]([CH3:17])([CH3:16])[CH3:15])=[O:12])=[CH:5][CH:4]=1)=O.[CH2:20]([NH2:26])[C:21]1[O:25][CH:24]=[CH:23][CH:22]=1.C([BH3-])#N.[Na+].Cl.C([O-])([O-])=O.[Na+].[Na+], predict the reaction product. The product is: [O:25]1[CH:24]=[CH:23][CH:22]=[C:21]1[CH2:20][NH:26][CH2:1][C:3]1[CH:8]=[CH:7][C:6]([S:9][C:10]([CH3:19])([CH3:18])[C:11]([O:13][C:14]([CH3:17])([CH3:16])[CH3:15])=[O:12])=[CH:5][CH:4]=1. (4) Given the reactants [Br:1][C:2]1[CH:3]=[C:4]([CH3:13])[CH:5]=[C:6]2[C:10]=1[C:9](=O)[CH:8](C)[CH2:7]2.[Cl-].[Cl-].[Cl-].[Al+3].BrC1C=CC(C)=CC=1.C(Cl)(=O)CCC.BrCC(CC)C(C1C=CC=CC=1)=O.C1N2CN3CN(C2)CN1C3.C(O[C:59](=[O:61])[CH3:60])(=O)C.[OH-].[Na+], predict the reaction product. The product is: [Br:1][C:2]1[CH:10]=[C:9]2[C:60](=[C:4]([CH3:13])[CH:3]=1)[C:59](=[O:61])[CH:7]([CH2:6][CH3:5])[CH2:8]2. (5) Given the reactants [N:1]1([C:6]2[CH:11]=[CH:10][C:9]([S:12](Cl)(=[O:14])=[O:13])=[CH:8][CH:7]=2)[CH:5]=[CH:4][CH:3]=[N:2]1.[NH2:16][C:17]1[CH:21]=[CH:20][S:19][C:18]=1[C:22]([O:24][CH3:25])=[O:23].N1C=CC=CC=1, predict the reaction product. The product is: [N:1]1([C:6]2[CH:11]=[CH:10][C:9]([S:12]([NH:16][C:17]3[CH:21]=[CH:20][S:19][C:18]=3[C:22]([O:24][CH3:25])=[O:23])(=[O:14])=[O:13])=[CH:8][CH:7]=2)[CH:5]=[CH:4][CH:3]=[N:2]1. (6) Given the reactants [OH:1][C:2]1[CH:7]=[CH:6][C:5]([C:8]2[CH:13]=[CH:12][CH:11]=[CH:10][CH:9]=2)=[CH:4][CH:3]=1.[OH-].[Na+].O.Cl[CH2:18][CH2:19][OH:20], predict the reaction product. The product is: [C:8]1([C:5]2[CH:4]=[CH:3][C:2]([O:1][CH2:18][CH2:19][OH:20])=[CH:7][CH:6]=2)[CH:13]=[CH:12][CH:11]=[CH:10][CH:9]=1. (7) Given the reactants [NH2:1][C:2]1[NH:3][C:4](=[O:13])[C:5]2[N:11]=[C:10](Cl)[CH:9]=[CH:8][C:6]=2[N:7]=1.C(=O)([O-])[O-].[K+].[K+].[F:20][C:21]1[CH:26]=[CH:25][C:24](B(O)O)=[CH:23][CH:22]=1, predict the reaction product. The product is: [NH2:1][C:2]1[NH:3][C:4](=[O:13])[C:5]2[N:11]=[C:10]([C:24]3[CH:25]=[CH:26][C:21]([F:20])=[CH:22][CH:23]=3)[CH:9]=[CH:8][C:6]=2[N:7]=1.